This data is from Reaction yield outcomes from USPTO patents with 853,638 reactions. The task is: Predict the reaction yield, written as a fraction of the theoretical maximum amount of product (1.0 means a 100% yield; for example, 0.34 means a 34% yield). (1) The reactants are [CH2:1]([C:8]1[N:9]=[CH:10][N:11]([C:20]2[CH:25]=[CH:24][C:23]([O:26]CC3C=CC=CC=3)=[CH:22][CH:21]=2)[C:12](=[O:19])[C:13]=1C(OCC)=O)[C:2]1[CH:7]=[CH:6][CH:5]=[CH:4][CH:3]=1.Cl. The catalyst is C(O)(=O)C. The product is [CH2:1]([C:8]1[N:9]=[CH:10][N:11]([C:20]2[CH:21]=[CH:22][C:23]([OH:26])=[CH:24][CH:25]=2)[C:12](=[O:19])[CH:13]=1)[C:2]1[CH:7]=[CH:6][CH:5]=[CH:4][CH:3]=1. The yield is 0.360. (2) The reactants are [CH:1]1([CH2:4][O:5][C:6]2[N:11]=[C:10]([C:12]([OH:14])=O)[CH:9]=[CH:8][C:7]=2[C:15]2([F:19])[CH2:18][O:17][CH2:16]2)[CH2:3][CH2:2]1.[NH2:20][C:21]1([CH2:25][C:26]([NH2:28])=[O:27])[CH2:24][O:23][CH2:22]1.CCN(C(C)C)C(C)C. No catalyst specified. The product is [NH2:28][C:26](=[O:27])[CH2:25][C:21]1([NH:20][C:12]([C:10]2[CH:9]=[CH:8][C:7]([C:15]3([F:19])[CH2:18][O:17][CH2:16]3)=[C:6]([O:5][CH2:4][CH:1]3[CH2:2][CH2:3]3)[N:11]=2)=[O:14])[CH2:24][O:23][CH2:22]1. The yield is 0.500. (3) The reactants are [F:1][C:2]([F:20])([F:19])[C:3]1[CH:4]=[CH:5][C:6]([O:9][C:10]2[CH:15]=[CH:14][C:13]([CH2:16][C:17]#[N:18])=[CH:12][CH:11]=2)=[N:7][CH:8]=1.N.[H][H]. The catalyst is [Ni].C(O)C. The product is [F:19][C:2]([F:1])([F:20])[C:3]1[CH:4]=[CH:5][C:6]([O:9][C:10]2[CH:15]=[CH:14][C:13]([CH2:16][CH2:17][NH2:18])=[CH:12][CH:11]=2)=[N:7][CH:8]=1. The yield is 0.780. (4) The product is [C:20]([O:19][CH2:1][CH2:2][CH2:3][CH2:4][CH2:5][CH2:6][CH2:7][CH2:8][CH2:9][CH2:10][CH2:11][CH2:12][CH2:13][CH2:14][CH2:15][CH3:16])(=[O:24])[CH:21]([CH3:23])[OH:22]. The reactants are [CH2:1]([OH:19])[CH2:2][CH2:3][CH2:4][CH2:5][CH2:6][CH2:7][CH2:8][CH2:9][CH2:10][CH2:11][CH2:12][CH2:13][CH2:14][CH2:15][CH2:16]CC.[C:20](OCC)(=[O:24])[CH:21]([CH3:23])[OH:22]. The yield is 0.400. No catalyst specified. (5) The reactants are [F:1][C:2]([F:48])([F:47])[CH:3]([NH:36]C(=O)OCC1C=CC=CC=1)[C:4]([NH:6][C@@:7]([C:22]1[CH:27]=[C:26]([O:28][C:29]([F:34])([F:33])[CH:30]([F:32])[F:31])[CH:25]=[C:24]([F:35])[CH:23]=1)([C:15]1[CH:20]=[CH:19][C:18]([F:21])=[CH:17][CH:16]=1)[CH2:8][C:9]1[CH:14]=[CH:13][CH:12]=[CH:11][CH:10]=1)=[O:5].[Si](I)(C)(C)C. The catalyst is C(Cl)Cl. The product is [NH2:36][CH:3]([C:2]([F:47])([F:48])[F:1])[C:4]([NH:6][C@@:7]([C:22]1[CH:27]=[C:26]([O:28][C:29]([F:34])([F:33])[CH:30]([F:32])[F:31])[CH:25]=[C:24]([F:35])[CH:23]=1)([C:15]1[CH:16]=[CH:17][C:18]([F:21])=[CH:19][CH:20]=1)[CH2:8][C:9]1[CH:10]=[CH:11][CH:12]=[CH:13][CH:14]=1)=[O:5]. The yield is 0.650. (6) The reactants are C1(C(C2C=CC=CC=2)[N:8]2[C:16]3[C:11](=[C:12]([F:17])[CH:13]=[CH:14][CH:15]=3)[C:10]3([C:29]4[C:20](=[CH:21][C:22]5[O:27][CH2:26][CH2:25][O:24][C:23]=5[CH:28]=4)[O:19][CH2:18]3)[C:9]2=[O:30])C=CC=CC=1.C([SiH](CC)CC)C. The catalyst is FC(F)(F)C(O)=O. The product is [F:17][C:12]1[CH:13]=[CH:14][CH:15]=[C:16]2[C:11]=1[C:10]1([C:29]3[C:20](=[CH:21][C:22]4[O:27][CH2:26][CH2:25][O:24][C:23]=4[CH:28]=3)[O:19][CH2:18]1)[C:9](=[O:30])[NH:8]2. The yield is 0.840. (7) The reactants are [NH2:1][C:2]1[CH:7]=[CH:6][C:5]([N:8]2[CH2:13][CH2:12][O:11][CH2:10][CH2:9]2)=[CH:4][CH:3]=1.C(O[CH:17]=[C:18]([C:24]([O:26][CH2:27][CH3:28])=[O:25])[C:19]([O:21][CH2:22][CH3:23])=[O:20])C.CCOC(C)=O. The catalyst is CC#N. The product is [N:8]1([C:5]2[CH:4]=[CH:3][C:2]([NH:1][CH:17]=[C:18]([C:19]([O:21][CH2:22][CH3:23])=[O:20])[C:24]([O:26][CH2:27][CH3:28])=[O:25])=[CH:7][CH:6]=2)[CH2:13][CH2:12][O:11][CH2:10][CH2:9]1. The yield is 0.740.